From a dataset of Full USPTO retrosynthesis dataset with 1.9M reactions from patents (1976-2016). Predict the reactants needed to synthesize the given product. (1) Given the product [OH:1][C@H:2]1[CH2:6][CH2:5][N:4]([C:18]([O:20][CH2:21][C:22]2[CH:27]=[CH:26][CH:25]=[CH:24][CH:23]=2)=[O:19])[C@H:3]1[CH3:7], predict the reactants needed to synthesize it. The reactants are: [OH:1][C@H:2]1[CH2:6][CH2:5][NH:4][C@H:3]1[CH3:7].CS(C)=O.C(=O)([O-])O.[Na+].Cl[C:18]([O:20][CH2:21][C:22]1[CH:27]=[CH:26][CH:25]=[CH:24][CH:23]=1)=[O:19]. (2) Given the product [C:44]1([C:47]2[CH:48]=[CH:49][CH:50]=[CH:51][CH:52]=2)[CH:43]=[CH:42][C:41]([CH2:40][C@@H:36]([N:34]([CH3:35])[C:32](=[O:33])/[CH:64]=[C:63](\[CH3:68])/[CH2:62][C:61]([NH2:60])([CH3:70])[CH3:69])[C:13](=[O:14])[N:15]([C@H:17]([CH2:21][C:22]2[S:23][CH:24]=[CH:25][CH:26]=2)[C:18]([N:5]2[CH2:6][CH2:7][CH:2]([OH:1])[CH2:3][CH2:4]2)=[O:20])[CH3:16])=[CH:46][CH:45]=1, predict the reactants needed to synthesize it. The reactants are: [OH:1][CH:2]1[CH2:7][CH2:6][NH:5][CH2:4][CH2:3]1.C(O[C:13]([N:15]([C@H:17]([CH2:21][C:22]1[S:23][CH:24]=[CH:25][CH:26]=1)[C:18]([OH:20])=O)[CH3:16])=[O:14])(C)(C)C.C(O[C:32]([N:34]([C@H:36]([CH2:40][C:41]1[CH:46]=[CH:45][C:44]([C:47]2[CH:52]=[CH:51][CH:50]=[CH:49][CH:48]=2)=[CH:43][CH:42]=1)C(O)=O)[CH3:35])=[O:33])(C)(C)C.C(OC([NH:60][C:61]([CH3:70])([CH3:69])[CH2:62]/[C:63](/[CH3:68])=[CH:64]/C(O)=O)=O)(C)(C)C. (3) Given the product [CH2:19]([N:18]([CH2:16][CH3:17])[C:13]([C:9]1[CH:10]=[N:11][O:12][C:8]=1[C:3]1[CH:4]=[CH:5][CH:6]=[CH:7][C:2]=1[Cl:1])=[O:15])[C:20]1[CH:25]=[CH:24][CH:23]=[CH:22][CH:21]=1, predict the reactants needed to synthesize it. The reactants are: [Cl:1][C:2]1[CH:7]=[CH:6][CH:5]=[CH:4][C:3]=1[C:8]1[O:12][N:11]=[CH:10][C:9]=1[C:13]([OH:15])=O.[CH2:16]([NH:18][CH2:19][C:20]1[CH:25]=[CH:24][CH:23]=[CH:22][CH:21]=1)[CH3:17]. (4) Given the product [Br:1][C:2]1[C:10]([F:11])=[CH:9][C:5]([CH2:6][OH:7])=[C:4]([F:12])[CH:3]=1, predict the reactants needed to synthesize it. The reactants are: [Br:1][C:2]1[C:10]([F:11])=[CH:9][C:5]([C:6](O)=[O:7])=[C:4]([F:12])[CH:3]=1.CO. (5) Given the product [C:1]([O:5][C:6](=[O:21])[CH2:7][CH2:8][CH2:9][O:10][C:11]1[CH:12]=[C:13]([CH:18]=[CH:19][CH:20]=1)[C:14]([OH:16])=[O:15])([CH3:4])([CH3:2])[CH3:3], predict the reactants needed to synthesize it. The reactants are: [C:1]([O:5][C:6](=[O:21])[CH2:7][CH2:8][CH2:9][O:10][C:11]1[CH:12]=[C:13]([CH:18]=[CH:19][CH:20]=1)[C:14]([O:16]C)=[O:15])([CH3:4])([CH3:3])[CH3:2].[OH-].[Na+]. (6) Given the product [C:57]([NH:56][C@@H:48]([CH2:49][C:50]1[CH:51]=[CH:52][CH:53]=[CH:54][CH:55]=1)[C:47](=[O:65])[CH2:46][CH2:45][C:44]([NH:43][C@H:42]([C:41]([OH:74])=[O:40])[CH2:67][C:68]1[CH:69]=[CH:70][CH:71]=[CH:72][CH:73]=1)=[O:66])(=[O:64])[C:58]1[CH:59]=[CH:60][CH:61]=[CH:62][CH:63]=1, predict the reactants needed to synthesize it. The reactants are: C(N[C@@H](CC1C=CC=CC=1)C(=O)CCC(N[C@H](C(O)=O)CC1C2C(=CC=CC=2)NC=1)=O)(=O)C1C=CC=CC=1.C[O:40][C:41](=[O:74])[C@H:42]([CH2:67][C:68]1[CH:73]=[CH:72][CH:71]=[CH:70][CH:69]=1)[NH:43][C:44](=[O:66])[CH2:45][CH2:46][C:47](=[O:65])[C@@H:48]([NH:56][C:57](=[O:64])[C:58]1[CH:63]=[CH:62][CH:61]=[CH:60][CH:59]=1)[CH2:49][C:50]1[CH:55]=[CH:54][CH:53]=[CH:52][CH:51]=1.[Li+].[OH-].